This data is from Forward reaction prediction with 1.9M reactions from USPTO patents (1976-2016). The task is: Predict the product of the given reaction. (1) Given the reactants [CH3:1][O:2][C:3]1[CH:4]=[C:5]2[C:10](=[CH:11][C:12]=1[O:13][CH3:14])[N:9]=[CH:8][N:7]=[C:6]2[O:15][C:16]1[CH:22]=[CH:21][C:19]([NH2:20])=[CH:18][CH:17]=1.C1(C)C=CC=CC=1.C(N(CC)CC)C.Cl[C:38](Cl)([O:40]C(=O)OC(Cl)(Cl)Cl)Cl.[F:49][C:50]1[CH:58]=[CH:57][C:53]([CH:54]([OH:56])[CH3:55])=[CH:52][CH:51]=1, predict the reaction product. The product is: [CH3:1][O:2][C:3]1[CH:4]=[C:5]2[C:10](=[CH:11][C:12]=1[O:13][CH3:14])[N:9]=[CH:8][N:7]=[C:6]2[O:15][C:16]1[CH:22]=[CH:21][C:19]([NH:20][C:38](=[O:40])[O:56][CH:54]([C:53]2[CH:57]=[CH:58][C:50]([F:49])=[CH:51][CH:52]=2)[CH3:55])=[CH:18][CH:17]=1. (2) The product is: [CH:10]1([NH:13][C:14](=[O:15])[C:16]2[CH:17]=[CH:18][C:19]([CH3:35])=[C:20]([N:22]3[C:23](=[O:34])[C:24]4[C:25](=[CH:26][C:27]([N:40]5[CH2:41][CH2:42][N:37]([CH3:36])[CH2:38][CH2:39]5)=[CH:28][CH:29]=4)[N:31]=[CH:1]3)[CH:21]=2)[CH2:12][CH2:11]1. Given the reactants [CH:1](N(CC)C(C)C)(C)C.[CH:10]1([NH:13][C:14]([C:16]2[CH:17]=[CH:18][C:19]([CH3:35])=[C:20]([NH:22][C:23](=[O:34])[C:24]3[CH:29]=[CH:28][C:27](F)=[CH:26][C:25]=3[N+:31]([O-])=O)[CH:21]=2)=[O:15])[CH2:12][CH2:11]1.[CH3:36][N:37]1[CH2:42][CH2:41][NH:40][CH2:39][CH2:38]1.O, predict the reaction product. (3) The product is: [CH3:12][C:11]1([CH3:15])[CH2:10][O:9][C:4]2([CH2:5][CH2:6][C:1](=[O:8])[CH2:2][CH2:3]2)[O:7][CH2:13]1. Given the reactants [C:1]1(=[O:8])[CH2:6][CH2:5][C:4](=[O:7])[CH2:3][CH2:2]1.[OH:9][CH2:10][C:11]([CH3:15])([CH2:13]O)[CH3:12].S(=O)(=O)(O)O, predict the reaction product.